Dataset: NCI-60 drug combinations with 297,098 pairs across 59 cell lines. Task: Regression. Given two drug SMILES strings and cell line genomic features, predict the synergy score measuring deviation from expected non-interaction effect. (1) Drug 1: CC12CCC3C(C1CCC2=O)CC(=C)C4=CC(=O)C=CC34C. Drug 2: CC=C1C(=O)NC(C(=O)OC2CC(=O)NC(C(=O)NC(CSSCCC=C2)C(=O)N1)C(C)C)C(C)C. Cell line: NCI-H226. Synergy scores: CSS=73.2, Synergy_ZIP=6.16, Synergy_Bliss=9.23, Synergy_Loewe=-49.5, Synergy_HSA=11.3. (2) Drug 1: CCCS(=O)(=O)NC1=C(C(=C(C=C1)F)C(=O)C2=CNC3=C2C=C(C=N3)C4=CC=C(C=C4)Cl)F. Drug 2: CCC1(CC2CC(C3=C(CCN(C2)C1)C4=CC=CC=C4N3)(C5=C(C=C6C(=C5)C78CCN9C7C(C=CC9)(C(C(C8N6C)(C(=O)OC)O)OC(=O)C)CC)OC)C(=O)OC)O.OS(=O)(=O)O. Cell line: BT-549. Synergy scores: CSS=49.7, Synergy_ZIP=13.2, Synergy_Bliss=14.1, Synergy_Loewe=-31.8, Synergy_HSA=12.3. (3) Drug 1: C1CN(CCN1C(=O)CCBr)C(=O)CCBr. Drug 2: COCCOC1=C(C=C2C(=C1)C(=NC=N2)NC3=CC=CC(=C3)C#C)OCCOC.Cl. Cell line: SW-620. Synergy scores: CSS=17.9, Synergy_ZIP=-5.72, Synergy_Bliss=-1.78, Synergy_Loewe=-0.712, Synergy_HSA=-1.85. (4) Drug 2: C1CNP(=O)(OC1)N(CCCl)CCCl. Cell line: SN12C. Synergy scores: CSS=42.6, Synergy_ZIP=4.10, Synergy_Bliss=6.47, Synergy_Loewe=-62.3, Synergy_HSA=4.61. Drug 1: COC1=CC(=CC(=C1O)OC)C2C3C(COC3=O)C(C4=CC5=C(C=C24)OCO5)OC6C(C(C7C(O6)COC(O7)C8=CC=CS8)O)O. (5) Drug 1: CCC(=C(C1=CC=CC=C1)C2=CC=C(C=C2)OCCN(C)C)C3=CC=CC=C3.C(C(=O)O)C(CC(=O)O)(C(=O)O)O. Drug 2: CC(C)(C#N)C1=CC(=CC(=C1)CN2C=NC=N2)C(C)(C)C#N. Cell line: SF-539. Synergy scores: CSS=2.35, Synergy_ZIP=1.01, Synergy_Bliss=-1.54, Synergy_Loewe=1.22, Synergy_HSA=-2.26. (6) Drug 1: C1=CC(=CC=C1CCC2=CNC3=C2C(=O)NC(=N3)N)C(=O)NC(CCC(=O)O)C(=O)O. Drug 2: C1=NNC2=C1C(=O)NC=N2. Cell line: BT-549. Synergy scores: CSS=9.13, Synergy_ZIP=-4.35, Synergy_Bliss=-0.122, Synergy_Loewe=-13.5, Synergy_HSA=-2.65. (7) Drug 1: CC1CC(C(C(C=C(C(C(C=CC=C(C(=O)NC2=CC(=O)C(=C(C1)C2=O)OC)C)OC)OC(=O)N)C)C)O)OC. Drug 2: CCC1(C2=C(COC1=O)C(=O)N3CC4=CC5=C(C=CC(=C5CN(C)C)O)N=C4C3=C2)O. Cell line: HCT116. Synergy scores: CSS=64.7, Synergy_ZIP=1.70, Synergy_Bliss=-0.213, Synergy_Loewe=-0.203, Synergy_HSA=4.00.